Dataset: Forward reaction prediction with 1.9M reactions from USPTO patents (1976-2016). Task: Predict the product of the given reaction. (1) The product is: [Cl:1][C:2]1[C:10]2[N:6]([C:7]([CH2:14][CH2:15][O:16][CH3:17])=[CH:8][C:9]=2[C:11]([NH:47][CH2:46][CH:39]2[CH2:45][CH2:44][CH2:43][CH2:42][CH2:41][CH2:40]2)=[O:13])[CH:5]=[CH:4][CH:3]=1. Given the reactants [Cl:1][C:2]1[C:10]2[N:6]([C:7]([CH2:14][CH2:15][O:16][CH3:17])=[CH:8][C:9]=2[C:11]([OH:13])=O)[CH:5]=[CH:4][CH:3]=1.CCN=C=NCCCN(C)C.C1C=CC2N(O)N=NC=2C=1.[CH:39]1([CH2:46][NH2:47])[CH2:45][CH2:44][CH2:43][CH2:42][CH2:41][CH2:40]1, predict the reaction product. (2) Given the reactants [C:1]([C:5]1[CH:10]=[CH:9][C:8]([S:11]([C:13]2[CH:18]=[CH:17][C:16]([C:19]([CH3:22])([CH3:21])[CH3:20])=[CH:15][CH:14]=2)=O)=[CH:7][CH:6]=1)([CH3:4])([CH3:3])[CH3:2].[C:23]([C:27]1[CH:32]=[CH:31][C:30]([Cl:33])=[CH:29][CH:28]=1)([CH3:26])([CH3:25])[CH3:24], predict the reaction product. The product is: [Cl-:33].[C:1]([C:5]1[CH:10]=[CH:9][C:8]([S+:11]([C:30]2[CH:31]=[CH:32][C:27]([C:23]([CH3:26])([CH3:25])[CH3:24])=[CH:28][CH:29]=2)[C:13]2[CH:18]=[CH:17][C:16]([C:19]([CH3:22])([CH3:21])[CH3:20])=[CH:15][CH:14]=2)=[CH:7][CH:6]=1)([CH3:4])([CH3:3])[CH3:2]. (3) Given the reactants [CH:1]1[C:2]([CH2:10][C@@H:11]([NH2:28])[CH2:12][C:13]([N:15]2[CH2:27][C:19]3=[N:20][N:21]=[C:22]([C:23]([F:26])([F:25])[F:24])[N:18]3[CH2:17][CH2:16]2)=[O:14])=[C:3]([F:9])[CH:4]=[C:5]([F:8])[C:6]=1[F:7].C([OH:31])C.[P:32](=[O:36])([OH:35])([OH:34])[OH:33], predict the reaction product. The product is: [CH:1]1[C:2]([CH2:10][C@@H:11]([NH2:28])[CH2:12][C:13]([N:15]2[CH2:27][C:19]3=[N:20][N:21]=[C:22]([C:23]([F:26])([F:25])[F:24])[N:18]3[CH2:17][CH2:16]2)=[O:14])=[C:3]([F:9])[CH:4]=[C:5]([F:8])[C:6]=1[F:7].[OH2:31].[OH:34][P:32]([OH:36])([OH:35])=[O:33]. (4) The product is: [NH2:14][C:15]1[CH:16]=[CH:17][C:18]([F:29])=[C:19]([C@@:21]2([CH3:28])[NH:26][C:25](=[S:27])[CH2:24][O:23][CH2:22]2)[CH:20]=1. Given the reactants C(=[N:14][C:15]1[CH:16]=[CH:17][C:18]([F:29])=[C:19]([C@@:21]2([CH3:28])[NH:26][C:25](=[S:27])[CH2:24][O:23][CH2:22]2)[CH:20]=1)(C1C=CC=CC=1)C1C=CC=CC=1.Cl, predict the reaction product. (5) Given the reactants Cl[C:2]1[N:3]=[C:4]([NH:18][CH2:19][CH2:20][CH3:21])[C:5]2[N:6]=[C:7]([NH:16][CH3:17])[N:8]=[C:9]([NH:12][CH2:13][CH2:14][CH3:15])[C:10]=2[N:11]=1.Cl.[CH3:23][NH:24][O:25][CH3:26].C(N(CC)C(C)C)(C)C.C([O-])(O)=O.[Na+], predict the reaction product. The product is: [CH3:26][O:25][N:24]([CH3:23])[C:2]1[N:3]=[C:4]([NH:18][CH2:19][CH2:20][CH3:21])[C:5]2[N:6]=[C:7]([NH:16][CH3:17])[N:8]=[C:9]([NH:12][CH2:13][CH2:14][CH3:15])[C:10]=2[N:11]=1. (6) Given the reactants [C:1]([C:3]1[CH:8]=[CH:7][C:6]([C:9]2[N:13]3[CH:14]=[C:15]([C:18]4[CH:39]=[CH:38][C:21]([C:22]([N:24]5[CH2:29][CH2:28][CH:27]([NH:30]C(=O)OC(C)(C)C)[CH2:26][CH2:25]5)=[O:23])=[C:20](F)[CH:19]=4)[N:16]=[CH:17][C:12]3=[N:11][CH:10]=2)=[CH:5][CH:4]=1)#[N:2].C(O)(C(F)(F)F)=O.C(Cl)[Cl:49], predict the reaction product. The product is: [NH2:30][CH:27]1[CH2:28][CH2:29][N:24]([C:22]([C:21]2[CH:38]=[CH:39][C:18]([C:15]3[N:16]=[CH:17][C:12]4[N:13]([C:9]([C:6]5[CH:7]=[CH:8][C:3]([C:1]#[N:2])=[CH:4][CH:5]=5)=[CH:10][N:11]=4)[CH:14]=3)=[CH:19][C:20]=2[Cl:49])=[O:23])[CH2:25][CH2:26]1. (7) Given the reactants [CH2:1]([O:3][C:4](=[NH:9])[NH:5][N+:6]([O-:8])=[O:7])[CH3:2].[Cl-].[Na+].Cl.CN.[C:15](=O)([O-])O.[Na+].Cl, predict the reaction product. The product is: [CH2:1]([O:3][C:4](=[N:5][N+:6]([O-:8])=[O:7])[NH:9][CH3:15])[CH3:2].